From a dataset of Catalyst prediction with 721,799 reactions and 888 catalyst types from USPTO. Predict which catalyst facilitates the given reaction. Reactant: [CH:1]1([C:6]#[C:7][C:8]2[CH:17]=[CH:16][C:11]([C:12]([O:14]C)=[O:13])=[C:10]([F:18])[CH:9]=2)[CH2:5][CH2:4][CH2:3][CH2:2]1.[Li+].[OH-]. Product: [CH:1]1([C:6]#[C:7][C:8]2[CH:17]=[CH:16][C:11]([C:12]([OH:14])=[O:13])=[C:10]([F:18])[CH:9]=2)[CH2:5][CH2:4][CH2:3][CH2:2]1. The catalyst class is: 5.